This data is from Full USPTO retrosynthesis dataset with 1.9M reactions from patents (1976-2016). The task is: Predict the reactants needed to synthesize the given product. (1) Given the product [S:1]([N:11]1[C:19]2[C:14](=[C:15]([CH2:20][NH2:21])[CH:16]=[CH:17][CH:18]=2)[CH:13]=[CH:12]1)([C:4]1[CH:5]=[CH:6][C:7]([CH3:8])=[CH:9][CH:10]=1)(=[O:2])=[O:3], predict the reactants needed to synthesize it. The reactants are: [S:1]([N:11]1[C:19]2[CH:18]=[CH:17][CH:16]=[C:15]([CH:20]=[N:21]O)[C:14]=2[CH:13]=[CH:12]1)([C:4]1[CH:10]=[CH:9][C:7]([CH3:8])=[CH:6][CH:5]=1)(=[O:3])=[O:2].[NH4+].[Cl-]. (2) Given the product [F:22][C:17]1[CH:18]=[CH:19][CH:20]=[CH:21][C:16]=1[C:14](=[O:15])[CH2:13][CH2:12][CH2:11][CH2:10][N:37]1[CH2:38][CH2:39][CH:34]([C:30]2[CH:29]=[C:28]([NH:27][C:25](=[O:26])[CH:24]([CH3:23])[CH3:40])[CH:33]=[CH:32][CH:31]=2)[CH2:35][CH2:36]1, predict the reactants needed to synthesize it. The reactants are: C([O-])([O-])=O.[K+].[K+].[Na+].[I-].Cl[CH2:10][CH2:11][CH2:12][CH2:13][C:14]([C:16]1[CH:21]=[CH:20][CH:19]=[CH:18][C:17]=1[F:22])=[O:15].[CH3:23][CH:24]([CH3:40])[C:25]([NH:27][C:28]1[CH:33]=[CH:32][CH:31]=[C:30]([CH:34]2[CH2:39][CH2:38][NH:37][CH2:36][CH2:35]2)[CH:29]=1)=[O:26]. (3) Given the product [CH3:6][C@@:7]12[C:13](=[CH:19][C:20]([O:22][C:23]([CH3:26])([CH3:25])[CH3:24])=[O:21])[CH2:12][C@@H:11]1[CH2:10][CH:9]=[CH:8]2, predict the reactants needed to synthesize it. The reactants are: O1CCCC1.[CH3:6][C@@:7]12[C:13](=O)[CH2:12][C@@H:11]1[CH2:10][CH:9]=[CH:8]2.CP([CH2:19][C:20]([O:22][C:23]([CH3:26])([CH3:25])[CH3:24])=[O:21])(C)=O.[H-].[Na+]. (4) Given the product [C:1]([C:3]1[CH:12]=[CH:11][C:6]([CH2:7][OH:8])=[CH:5][C:4]=1[O:13][CH3:14])#[N:2], predict the reactants needed to synthesize it. The reactants are: [C:1]([C:3]1[CH:12]=[CH:11][C:6]([C:7](OC)=[O:8])=[CH:5][C:4]=1[O:13][CH3:14])#[N:2].[BH4-].[Li+].CCOC(C)=O.